This data is from Reaction yield outcomes from USPTO patents with 853,638 reactions. The task is: Predict the reaction yield, written as a fraction of the theoretical maximum amount of product (1.0 means a 100% yield; for example, 0.34 means a 34% yield). (1) The reactants are [CH3:1][S:2][CH2:3][C:4]([OH:6])=O.C(N(C(C)C)C(C)C)C.ClC(OCC(C)C)=O.[Cl:24][C:25]1[C:29]([NH:30][CH3:31])=[CH:28][N:27]([C:32]2[CH:33]=[N:34][CH:35]=[CH:36][CH:37]=2)[N:26]=1. The catalyst is C(Cl)Cl. The product is [Cl:24][C:25]1[C:29]([N:30]([CH3:31])[C:4](=[O:6])[CH2:3][S:2][CH3:1])=[CH:28][N:27]([C:32]2[CH:33]=[N:34][CH:35]=[CH:36][CH:37]=2)[N:26]=1. The yield is 0.660. (2) The reactants are [F:1][C:2]1[CH:7]=[CH:6][C:5]([C:8](=O)[CH2:9][C:10]2[CH:15]=[CH:14][CH:13]=[CH:12][CH:11]=2)=[CH:4][CH:3]=1.[CH2:17]([O:19][C:20]1[CH:21]=[C:22]([CH:25]=[C:26]([N+:29]([O-:31])=[O:30])[C:27]=1[OH:28])[CH:23]=O)[CH3:18].[NH2:32][C:33]([NH2:35])=[O:34].Cl. The catalyst is CCO. The product is [CH2:17]([O:19][C:20]1[CH:21]=[C:22]([CH:23]2[C:9]([C:10]3[CH:15]=[CH:14][CH:13]=[CH:12][CH:11]=3)=[C:8]([C:5]3[CH:6]=[CH:7][C:2]([F:1])=[CH:3][CH:4]=3)[NH:35][C:33](=[O:34])[NH:32]2)[CH:25]=[C:26]([N+:29]([O-:31])=[O:30])[C:27]=1[OH:28])[CH3:18]. The yield is 0.290. (3) The product is [OH:31][C@@:24]1([C:22]#[C:23][C:2]2[CH:3]=[C:4]([C:11]3[N:16]=[C:15]([C:17]([O:19][CH2:20][CH3:21])=[O:18])[CH:14]=[CH:13][CH:12]=3)[C:5]3[O:9][CH2:8][CH2:7][C:6]=3[CH:10]=2)[CH2:28][CH2:27][N:26]([CH3:29])[C:25]1=[O:30]. The yield is 0.860. No catalyst specified. The reactants are Br[C:2]1[CH:3]=[C:4]([C:11]2[N:16]=[C:15]([C:17]([O:19][CH2:20][CH3:21])=[O:18])[CH:14]=[CH:13][CH:12]=2)[C:5]2[O:9][CH2:8][CH2:7][C:6]=2[CH:10]=1.[C:22]([C@:24]1([OH:31])[CH2:28][CH2:27][N:26]([CH3:29])[C:25]1=[O:30])#[CH:23]. (4) The reactants are Br[C:2]1[CH:3]=[CH:4][C:5]([O:18][CH:19]([CH3:21])[CH3:20])=[C:6]([C:8]2[O:9][C:10]3[CH:16]=[CH:15][C:14]([CH3:17])=[CH:13][C:11]=3[N:12]=2)[CH:7]=1.[Na+].[I-:23]. The catalyst is [Cu]I. The product is [I:23][C:2]1[CH:3]=[CH:4][C:5]([O:18][CH:19]([CH3:21])[CH3:20])=[C:6]([C:8]2[O:9][C:10]3[CH:16]=[CH:15][C:14]([CH3:17])=[CH:13][C:11]=3[N:12]=2)[CH:7]=1. The yield is 0.760.